From a dataset of Forward reaction prediction with 1.9M reactions from USPTO patents (1976-2016). Predict the product of the given reaction. Given the reactants [CH2:1]([O:3][C:4]1[CH:5]=[C:6]([CH:12]([N:17]2[C:21](=[O:22])[C:20]3=[CH:23][CH:24]=[CH:25][CH:26]=[C:19]3[C:18]2=[O:27])[CH2:13][C:14](O)=[O:15])[CH:7]=[CH:8][C:9]=1[O:10][CH3:11])[CH3:2].Cl.[CH2:29]([O:36][NH2:37])[C:30]1[CH:35]=[CH:34][CH:33]=[CH:32][CH:31]=1, predict the reaction product. The product is: [CH2:29]([O:36][NH:37][C:14](=[O:15])[CH2:13][CH:12]([C:6]1[CH:7]=[CH:8][C:9]([O:10][CH3:11])=[C:4]([O:3][CH2:1][CH3:2])[CH:5]=1)[N:17]1[C:18](=[O:27])[C:19]2=[CH:26][CH:25]=[CH:24][CH:23]=[C:20]2[C:21]1=[O:22])[C:30]1[CH:35]=[CH:34][CH:33]=[CH:32][CH:31]=1.